This data is from Buchwald-Hartwig C-N cross coupling reaction yields with 55,370 reactions. The task is: Predict the reaction yield, written as a fraction of the theoretical maximum amount of product (1.0 means a 100% yield; for example, 0.34 means a 34% yield). (1) The reactants are Ic1ccccn1.Cc1ccc(N)cc1.O=S(=O)(O[Pd]1c2ccccc2-c2ccccc2N~1)C(F)(F)F.COc1ccc(OC)c(P([C@]23C[C@H]4C[C@H](C[C@H](C4)C2)C3)[C@]23C[C@H]4C[C@H](C[C@H](C4)C2)C3)c1-c1c(C(C)C)cc(C(C)C)cc1C(C)C.CCN=P(N=P(N(C)C)(N(C)C)N(C)C)(N(C)C)N(C)C.COC(=O)c1ccno1. No catalyst specified. The product is Cc1ccc(Nc2ccccn2)cc1. The yield is 0.154. (2) The reactants are COc1ccc(Cl)cc1.Cc1ccc(N)cc1.O=S(=O)(O[Pd]1c2ccccc2-c2ccccc2N~1)C(F)(F)F.CC(C)c1cc(C(C)C)c(-c2ccccc2P(C2CCCCC2)C2CCCCC2)c(C(C)C)c1.CCN=P(N=P(N(C)C)(N(C)C)N(C)C)(N(C)C)N(C)C.c1ccc(CN(Cc2ccccc2)c2ccno2)cc1. No catalyst specified. The product is COc1ccc(Nc2ccc(C)cc2)cc1. The yield is 0.0209. (3) The reactants are CCc1ccc(Cl)cc1.Cc1ccc(N)cc1.O=S(=O)(O[Pd]1c2ccccc2-c2ccccc2N~1)C(F)(F)F.CC(C)c1cc(C(C)C)c(-c2ccccc2P(C2CCCCC2)C2CCCCC2)c(C(C)C)c1.CCN=P(N=P(N(C)C)(N(C)C)N(C)C)(N(C)C)N(C)C.CCOC(=O)c1cc(C)no1. No catalyst specified. The product is CCc1ccc(Nc2ccc(C)cc2)cc1. The yield is 0.00961. (4) The reactants are Brc1cccnc1.Cc1ccc(N)cc1.O=S(=O)(O[Pd]1c2ccccc2-c2ccccc2N~1)C(F)(F)F.CC(C)c1cc(C(C)C)c(-c2ccccc2P(C2CCCCC2)C2CCCCC2)c(C(C)C)c1.CN(C)C(=NC(C)(C)C)N(C)C.CCOC(=O)c1cc(OC)no1. No catalyst specified. The product is Cc1ccc(Nc2cccnc2)cc1. The yield is 0.181. (5) The reactants are Clc1ccccn1.Cc1ccc(N)cc1.O=S(=O)(O[Pd]1c2ccccc2-c2ccccc2N~1)C(F)(F)F.CC(C)c1cc(C(C)C)c(-c2ccccc2P(C(C)(C)C)C(C)(C)C)c(C(C)C)c1.CN(C)C(=NC(C)(C)C)N(C)C.COC(=O)c1cc(-c2ccco2)on1. No catalyst specified. The product is Cc1ccc(Nc2ccccn2)cc1. The yield is 0.618. (6) The reactants are FC(F)(F)c1ccc(Br)cc1.Cc1ccc(N)cc1.O=S(=O)(O[Pd]1c2ccccc2-c2ccccc2N~1)C(F)(F)F.COc1ccc(OC)c(P([C@]23C[C@H]4C[C@H](C[C@H](C4)C2)C3)[C@]23C[C@H]4C[C@H](C[C@H](C4)C2)C3)c1-c1c(C(C)C)cc(C(C)C)cc1C(C)C.CCN=P(N=P(N(C)C)(N(C)C)N(C)C)(N(C)C)N(C)C.Cc1ccno1. No catalyst specified. The product is Cc1ccc(Nc2ccc(C(F)(F)F)cc2)cc1. The yield is 0.0293.